This data is from Peptide-MHC class I binding affinity with 185,985 pairs from IEDB/IMGT. The task is: Regression. Given a peptide amino acid sequence and an MHC pseudo amino acid sequence, predict their binding affinity value. This is MHC class I binding data. (1) The peptide sequence is WLPWIPQLI. The MHC is HLA-A26:01 with pseudo-sequence HLA-A26:01. The binding affinity (normalized) is 0.0847. (2) The peptide sequence is AVNGVMWTV. The MHC is HLA-A02:01 with pseudo-sequence HLA-A02:01. The binding affinity (normalized) is 0.796. (3) The peptide sequence is GIADFIIFK. The MHC is HLA-A68:02 with pseudo-sequence HLA-A68:02. The binding affinity (normalized) is 0.0847. (4) The peptide sequence is SHYSHNPKL. The MHC is HLA-A01:01 with pseudo-sequence HLA-A01:01. The binding affinity (normalized) is 0.0847. (5) The peptide sequence is FSAGAGVLDK. The MHC is HLA-A11:01 with pseudo-sequence HLA-A11:01. The binding affinity (normalized) is 0.499. (6) The peptide sequence is NLVIGFLFLA. The MHC is HLA-A02:01 with pseudo-sequence HLA-A02:01. The binding affinity (normalized) is 0.373. (7) The peptide sequence is AFHHKAREL. The MHC is HLA-A11:01 with pseudo-sequence HLA-A11:01. The binding affinity (normalized) is 0. (8) The peptide sequence is GMMVLKIVRK. The MHC is HLA-A03:01 with pseudo-sequence HLA-A03:01. The binding affinity (normalized) is 0.656. (9) The peptide sequence is GLKGPDIYKG. The MHC is H-2-Kb with pseudo-sequence H-2-Kb. The binding affinity (normalized) is 0.0612.